Dataset: Catalyst prediction with 721,799 reactions and 888 catalyst types from USPTO. Task: Predict which catalyst facilitates the given reaction. Reactant: C(OC(=O)[NH:10][C:11]1[CH:12]=[N:13][C:14]([C:17]([CH3:22])([CH3:21])[C:18]([NH2:20])=[O:19])=[CH:15][CH:16]=1)C1C=CC=CC=1. Product: [NH2:10][C:11]1[CH:16]=[CH:15][C:14]([C:17]([CH3:22])([CH3:21])[C:18]([NH2:20])=[O:19])=[N:13][CH:12]=1. The catalyst class is: 178.